From a dataset of Full USPTO retrosynthesis dataset with 1.9M reactions from patents (1976-2016). Predict the reactants needed to synthesize the given product. (1) Given the product [OH:10][C@H:8]1[CH2:9][C@H:5]([C:3](=[O:4])[NH:20][C:21]2[CH:26]=[CH:25][C:24]([N:27]3[CH:32]=[CH:31][CH:30]=[CH:29][C:28]3=[O:33])=[CH:23][C:22]=2[CH3:34])[CH2:6][C@@H:7]1[NH:11][C:12]([C:14]1[S:15][C:16]([Cl:19])=[CH:17][CH:18]=1)=[O:13], predict the reactants needed to synthesize it. The reactants are: CO[C:3]([C@H:5]1[CH2:9][C@H:8]([OH:10])[C@@H:7]([NH:11][C:12]([C:14]2[S:15][C:16]([Cl:19])=[CH:17][CH:18]=2)=[O:13])[CH2:6]1)=[O:4].[NH2:20][C:21]1[CH:26]=[CH:25][C:24]([N:27]2[CH:32]=[CH:31][CH:30]=[CH:29][C:28]2=[O:33])=[CH:23][C:22]=1[CH3:34]. (2) Given the product [OH:14][CH2:13][CH2:12][C:10]1[O:11][C:7]([C:5]([O:4][CH2:2][CH3:3])=[O:6])=[CH:8][C:9]=1[C:17]([O:19][CH3:20])=[O:18], predict the reactants needed to synthesize it. The reactants are: B.[CH2:2]([O:4][C:5]([C:7]1[O:11][C:10]([CH2:12][C:13](OC)=[O:14])=[C:9]([C:17]([O:19][CH3:20])=[O:18])[CH:8]=1)=[O:6])[CH3:3].